This data is from Reaction yield outcomes from USPTO patents with 853,638 reactions. The task is: Predict the reaction yield, written as a fraction of the theoretical maximum amount of product (1.0 means a 100% yield; for example, 0.34 means a 34% yield). (1) The reactants are [F:1][C:2]1[CH:7]=[CH:6][C:5]([OH:8])=[C:4]([CH3:9])[C:3]=1[NH:10][CH2:11][C:12]1[CH:17]=[C:16]([C:18]2[CH:23]=[CH:22][CH:21]=[C:20]([F:24])[CH:19]=2)[CH:15]=[C:14]([CH3:25])[C:13]=1[CH3:26].C([O-])([O-])=O.[Cs+].[Cs+].Br[CH2:34][C:35]([O:37][CH:38]([CH3:40])[CH3:39])=[O:36].O. The catalyst is CN(C=O)C.CCOC(C)=O. The product is [F:1][C:2]1[CH:7]=[CH:6][C:5]([O:8][CH2:34][C:35]([O:37][CH:38]([CH3:40])[CH3:39])=[O:36])=[C:4]([CH3:9])[C:3]=1[NH:10][CH2:11][C:12]1[CH:17]=[C:16]([C:18]2[CH:23]=[CH:22][CH:21]=[C:20]([F:24])[CH:19]=2)[CH:15]=[C:14]([CH3:25])[C:13]=1[CH3:26]. The yield is 0.620. (2) The reactants are [C:1]([O:5][C:6](=[O:23])[CH2:7][CH:8]([OH:22])[CH2:9][C@H:10]([OH:21])[CH2:11][O:12][C:13](=[O:20])[C:14]1[CH:19]=[CH:18][CH:17]=[CH:16][CH:15]=1)([CH3:4])([CH3:3])[CH3:2].CO[C:26](OC)([CH3:28])[CH3:27].C1(C)C=CC(S(O)(=O)=O)=CC=1.C(=O)([O-])O.[Na+]. The catalyst is C(Cl)Cl. The product is [C:1]([O:5][C:6](=[O:23])[CH2:7][C@H:8]1[CH2:9][C@@H:10]([CH2:11][O:12][C:13](=[O:20])[C:14]2[CH:15]=[CH:16][CH:17]=[CH:18][CH:19]=2)[O:21][C:26]([CH3:28])([CH3:27])[O:22]1)([CH3:4])([CH3:2])[CH3:3]. The yield is 0.720. (3) The reactants are [CH3:1][C:2]1[C:6]([C:7]2[CH:8]=[C:9](B3OC(C)(C)C(C)(C)O3)[C:10]3[NH:14][C:13](=[O:15])[NH:12][C:11]=3[CH:16]=2)=[C:5]([CH3:26])[O:4][N:3]=1.Br[C:28]1[N:32]([C:33]2[CH:38]=[CH:37][CH:36]=[CH:35][CH:34]=2)[N:31]=[CH:30][C:29]=1[CH3:39].COCCOC.C([O-])([O-])=O.[Cs+].[Cs+]. The catalyst is O. The product is [CH3:1][C:2]1[C:6]([C:7]2[CH:8]=[C:9]([C:28]3[N:32]([C:33]4[CH:38]=[CH:37][CH:36]=[CH:35][CH:34]=4)[N:31]=[CH:30][C:29]=3[CH3:39])[C:10]3[NH:14][C:13](=[O:15])[NH:12][C:11]=3[CH:16]=2)=[C:5]([CH3:26])[O:4][N:3]=1. The yield is 0.120.